From a dataset of Forward reaction prediction with 1.9M reactions from USPTO patents (1976-2016). Predict the product of the given reaction. (1) Given the reactants [CH3:1][C:2]1[C:3](=[O:12])[NH:4][C:5]2[C:10]([N:11]=1)=[CH:9][CH:8]=[CH:7][CH:6]=2.[CH3:13]I, predict the reaction product. The product is: [CH3:13][O:12][C:3]1[C:2]([CH3:1])=[N:11][C:10]2[C:5](=[CH:6][CH:7]=[CH:8][CH:9]=2)[N:4]=1. (2) Given the reactants CO/[N:3]=[CH:4]/[C:5]1[CH:6]=[N:7][C:8](C2C=CC=CC=2N)=[CH:9][CH:10]=1.ClC1N=CC=CC=1CCl.C(=O)([O-])[O-:28].[K+].[K+].O, predict the reaction product. The product is: [C:4]([NH2:3])(=[O:28])[C:5]1[CH:10]=[CH:9][CH:8]=[N:7][CH:6]=1. (3) The product is: [ClH:47].[CH3:31][NH:23][CH2:22][C:13]1[CH:14]=[C:15]([C:16]2[CH:21]=[CH:20][CH:19]=[CH:18][CH:17]=2)[N:11]([S:8]([C:4]2[CH:5]=[N:6][CH:7]=[C:2]([CH:3]=2)[C:41]([O:44][CH3:45])=[O:43])(=[O:10])=[O:9])[CH:12]=1. Given the reactants Br[C:2]1[CH:3]=[C:4]([S:8]([N:11]2[C:15]([C:16]3[CH:21]=[CH:20][CH:19]=[CH:18][CH:17]=3)=[CH:14][C:13]([CH2:22][N:23]([CH3:31])C(=O)OC(C)(C)C)=[CH:12]2)(=[O:10])=[O:9])[CH:5]=[N:6][CH:7]=1.C(N(CC)CC)C.CO.[C:41]([O:44][CH2:45]C)(=[O:43])C.[ClH:47], predict the reaction product. (4) Given the reactants C[O:2][C:3](=[O:34])[C:4]1[CH:9]=[C:8]([C:10]#[N:11])[CH:7]=[CH:6][C:5]=1[CH:12]1[C:17]2[C:18](=[O:21])[CH2:19][CH2:20][C:16]=2[N:15]([C:22]2[CH:27]=[CH:26][CH:25]=[C:24]([C:28]([F:31])([F:30])[F:29])[CH:23]=2)[C:14](=[O:32])[N:13]1[CH3:33].[OH-].[Li+].Cl, predict the reaction product. The product is: [C:10]([C:8]1[CH:7]=[CH:6][C:5]([CH:12]2[C:17]3[C:18](=[O:21])[CH2:19][CH2:20][C:16]=3[N:15]([C:22]3[CH:27]=[CH:26][CH:25]=[C:24]([C:28]([F:31])([F:29])[F:30])[CH:23]=3)[C:14](=[O:32])[N:13]2[CH3:33])=[C:4]([CH:9]=1)[C:3]([OH:34])=[O:2])#[N:11]. (5) Given the reactants [Br:1][C:2]1[CH:3]=[C:4]([C:12]([OH:14])=O)[C:5]2[C:10]([CH:11]=1)=[CH:9][CH:8]=[CH:7][CH:6]=2.C(N1C=CN=C1)([N:17]1C=CN=C1)=O.O.N, predict the reaction product. The product is: [Br:1][C:2]1[CH:3]=[C:4]([C:12]([NH2:17])=[O:14])[C:5]2[C:10]([CH:11]=1)=[CH:9][CH:8]=[CH:7][CH:6]=2. (6) Given the reactants [C:1]12([C:11]3[CH:12]=[C:13]([C:19]4[CH:20]=[C:21]5[C:26](=[CH:27][CH:28]=4)[CH:25]=[C:24]([OH:29])[CH:23]=[CH:22]5)[CH:14]=[CH:15][C:16]=3[O:17][CH3:18])[CH2:10][CH:5]3[CH2:6][CH:7]([CH2:9][CH:3]([CH2:4]3)[CH2:2]1)[CH2:8]2.CCN(CC)CC.[S:37](O[S:37]([C:40]([F:43])([F:42])[F:41])(=[O:39])=[O:38])([C:40]([F:43])([F:42])[F:41])(=[O:39])=[O:38].O, predict the reaction product. The product is: [F:41][C:40]([F:43])([F:42])[S:37]([O:29][C:24]1[CH:23]=[CH:22][C:21]2[C:26](=[CH:27][CH:28]=[C:19]([C:13]3[CH:14]=[CH:15][C:16]([O:17][CH3:18])=[C:11]([C:1]45[CH2:8][CH:7]6[CH2:6][CH:5]([CH2:4][CH:3]([CH2:9]6)[CH2:2]4)[CH2:10]5)[CH:12]=3)[CH:20]=2)[CH:25]=1)(=[O:39])=[O:38]. (7) Given the reactants Cl[C:2]1[N:7]=[C:6]([NH:8][CH:9]2[CH2:13][CH2:12][CH2:11][CH2:10]2)[C:5]([N+:14]([O-:16])=[O:15])=[CH:4][N:3]=1.CN(C)C1C=CC=CC=1.[C:26]([O:30][C:31]([NH:33][CH:34]1[CH2:38][CH2:37][N:36]([C:39]2[CH:44]=[CH:43][C:42]([NH2:45])=[CH:41][CH:40]=2)[CH2:35]1)=[O:32])([CH3:29])([CH3:28])[CH3:27], predict the reaction product. The product is: [C:26]([O:30][C:31]([NH:33][CH:34]1[CH2:38][CH2:37][N:36]([C:39]2[CH:40]=[CH:41][C:42]([NH:45][C:2]3[N:7]=[C:6]([NH:8][CH:9]4[CH2:13][CH2:12][CH2:11][CH2:10]4)[C:5]([N+:14]([O-:16])=[O:15])=[CH:4][N:3]=3)=[CH:43][CH:44]=2)[CH2:35]1)=[O:32])([CH3:29])([CH3:27])[CH3:28]. (8) Given the reactants [CH3:1][N:2]1[CH2:7][CH2:6][N:5]([CH2:8][CH2:9][O:10][C:11]2[CH:12]=[C:13]([NH2:18])[C:14]([NH2:17])=[CH:15][CH:16]=2)[CH2:4][CH2:3]1.O.[N:20]#[C:21]Br, predict the reaction product. The product is: [CH3:1][N:2]1[CH2:7][CH2:6][N:5]([CH2:8][CH2:9][O:10][C:11]2[CH:16]=[CH:15][C:14]3[NH:17][C:21]([NH2:20])=[N:18][C:13]=3[CH:12]=2)[CH2:4][CH2:3]1. (9) Given the reactants [NH:1]1[CH2:6][CH2:5][NH:4][CH2:3][CH2:2]1.CC(C)([O-])C.[Na+].C1C=CC(P(C2C(C3C(P(C4C=CC=CC=4)C4C=CC=CC=4)=CC=C4C=3C=CC=C4)=C3C(C=CC=C3)=CC=2)C2C=CC=CC=2)=CC=1.Br[C:60]1[CH:65]=[CH:64][C:63]([Cl:66])=[CH:62][C:61]=1[C:67]([C:69]1[CH:74]=[CH:73][CH:72]=[CH:71][CH:70]=1)=[O:68], predict the reaction product. The product is: [Cl:66][C:63]1[CH:64]=[CH:65][C:60]([N:1]2[CH2:6][CH2:5][NH:4][CH2:3][CH2:2]2)=[C:61]([C:67]([C:69]2[CH:70]=[CH:71][CH:72]=[CH:73][CH:74]=2)=[O:68])[CH:62]=1. (10) Given the reactants [CH2:1]([O:3][C:4]1[CH:5]=[C:6]([CH:22]=[CH:23][CH:24]=1)[O:7][CH2:8][C:9]([NH:11][C:12]1[CH:17]=[CH:16][C:15]([OH:18])=[CH:14][C:13]=1[N+:19]([O-])=O)=[O:10])[CH3:2], predict the reaction product. The product is: [NH2:19][C:13]1[CH:14]=[C:15]([OH:18])[CH:16]=[CH:17][C:12]=1[NH:11][C:9](=[O:10])[CH2:8][O:7][C:6]1[CH:22]=[CH:23][CH:24]=[C:4]([O:3][CH2:1][CH3:2])[CH:5]=1.